Dataset: Full USPTO retrosynthesis dataset with 1.9M reactions from patents (1976-2016). Task: Predict the reactants needed to synthesize the given product. (1) Given the product [F:1][C:2]1[CH:7]=[CH:6][C:5]([F:8])=[CH:4][C:3]=1[CH2:9][C:10]([N:12]1[C:20]2[C:15](=[CH:16][C:17]([C:21]3[C:25]4[C:26]([NH2:31])=[N:27][CH:28]=[C:29]([C:40]5[CH:41]=[N:42][NH:43][CH:44]=5)[C:24]=4[S:23][CH:22]=3)=[CH:18][CH:19]=2)[CH2:14][CH2:13]1)=[O:11], predict the reactants needed to synthesize it. The reactants are: [F:1][C:2]1[CH:7]=[CH:6][C:5]([F:8])=[CH:4][C:3]=1[CH2:9][C:10]([N:12]1[C:20]2[C:15](=[CH:16][C:17]([C:21]3[C:25]4[C:26]([NH2:31])=[N:27][CH:28]=[C:29](I)[C:24]=4[S:23][CH:22]=3)=[CH:18][CH:19]=2)[CH2:14][CH2:13]1)=[O:11].CC1(C)C(C)(C)OB([C:40]2[CH:41]=[N:42][N:43](C(OC(C)(C)C)=O)[CH:44]=2)O1.C(=O)([O-])[O-].[Na+].[Na+]. (2) Given the product [CH2:1]([O:8][O:32][CH2:15][C@H:14]([CH2:13][O:12][O:19][CH3:17])[OH:16])[C:2]1[CH:7]=[CH:6][CH:5]=[CH:4][CH:3]=1, predict the reactants needed to synthesize it. The reactants are: [CH2:1]([OH:8])[C:2]1[CH:7]=[CH:6][CH:5]=[CH:4][CH:3]=1.[H-].[Na+].C[O:12][CH2:13][C@@H:14]1[O:16][CH2:15]1.[C:17](OCC)(=[O:19])C.CCCCCC.C1C[O:32]CC1. (3) The reactants are: [C:1]1([CH:7]2[O:12][C@H:11]3[CH2:13][C@@H:14]([OH:17])[CH2:15][O:16][C@@H:10]3[CH2:9][O:8]2)[CH:6]=[CH:5][CH:4]=[CH:3][CH:2]=1.[Cl:18][C:19]1[C:20]([I:40])=[CH:21][C:22]2[N:26]=[C:25](S(C)(=O)=O)[N:24]([CH2:31][O:32][CH2:33][CH2:34][Si:35]([CH3:38])([CH3:37])[CH3:36])[C:23]=2[CH:39]=1.C(=O)([O-])[O-].[Cs+].[Cs+]. Given the product [Cl:18][C:19]1[C:20]([I:40])=[CH:21][C:22]2[N:26]=[C:25]([O:17][C@H:14]3[CH2:15][O:16][C@H:10]4[C@@H:11]([O:12][CH:7]([C:1]5[CH:2]=[CH:3][CH:4]=[CH:5][CH:6]=5)[O:8][CH2:9]4)[CH2:13]3)[N:24]([CH2:31][O:32][CH2:33][CH2:34][Si:35]([CH3:36])([CH3:38])[CH3:37])[C:23]=2[CH:39]=1, predict the reactants needed to synthesize it. (4) Given the product [Br:10][C:6]1[N:5]=[C:4](/[C:1](=[N:12]\[OH:13])/[CH3:2])[CH:9]=[CH:8][CH:7]=1, predict the reactants needed to synthesize it. The reactants are: [C:1]([C:4]1[CH:9]=[CH:8][CH:7]=[C:6]([Br:10])[N:5]=1)(=O)[CH3:2].Cl.[NH2:12][OH:13]. (5) Given the product [C:4]([O:34][C:32]([N:21]([CH2:22][CH3:23])[C:18]1[CH:19]=[CH:20][C:15]([C:14]([OH:13])=[O:24])=[CH:16][N:17]=1)=[O:33])([CH3:3])([CH3:5])[CH3:9], predict the reactants needed to synthesize it. The reactants are: CO[C:3](=O)[C:4]1[CH:9]=CC(Cl)=N[CH:5]=1.C[O:13][C:14](=[O:24])[C:15]1[CH:20]=[CH:19][C:18]([NH:21][CH2:22][CH3:23])=[N:17][CH:16]=1.C(N(CC)CC)C.[C:32](OC([O-])=O)([O-:34])=[O:33].C(O)(=O)CC(CC(O)=O)(C(O)=O)O.O.[OH-].[Li+]. (6) Given the product [Cl:1][C:2]1[CH:3]=[C:4]([C@@H:8]2[C@@H:13]([C:14]3[CH:15]=[CH:16][C:17]([Cl:20])=[CH:18][CH:19]=3)[N:12]([CH2:21][CH:22]3[CH2:23][CH2:24]3)[C:11](=[O:25])[C@@H:10]([CH2:26][C:27]([NH2:31])=[O:28])[CH2:9]2)[CH:5]=[CH:6][CH:7]=1, predict the reactants needed to synthesize it. The reactants are: [Cl:1][C:2]1[CH:3]=[C:4]([C@@H:8]2[C@@H:13]([C:14]3[CH:19]=[CH:18][C:17]([Cl:20])=[CH:16][CH:15]=3)[N:12]([CH2:21][CH:22]3[CH2:24][CH2:23]3)[C:11](=[O:25])[C@@H:10]([CH2:26][C:27](OC)=[O:28])[CH2:9]2)[CH:5]=[CH:6][CH:7]=1.[NH3:31].CO.[C-]#N.[Na+]. (7) Given the product [Cl:22][C:23]1[CH:24]=[C:25]([NH:26][C:19]2[C:20]3[N:12]([CH2:11][CH2:10][OH:9])[CH:13]=[CH:14][C:15]=3[N:16]=[CH:17][N:18]=2)[CH:27]=[CH:28][C:29]=1[O:30][C:31]1[CH:36]=[CH:35][CH:34]=[C:33]([S:37]([CH3:40])(=[O:38])=[O:39])[CH:32]=1, predict the reactants needed to synthesize it. The reactants are: C([O:9][CH2:10][CH2:11][N:12]1[C:20]2[C:19](Cl)=[N:18][CH:17]=[N:16][C:15]=2[CH:14]=[CH:13]1)(=O)C1C=CC=CC=1.[Cl:22][C:23]1[CH:24]=[C:25]([CH:27]=[CH:28][C:29]=1[O:30][C:31]1[CH:36]=[CH:35][CH:34]=[C:33]([S:37]([CH3:40])(=[O:39])=[O:38])[CH:32]=1)[NH2:26].[OH-].[Na+].O.